This data is from Forward reaction prediction with 1.9M reactions from USPTO patents (1976-2016). The task is: Predict the product of the given reaction. (1) The product is: [CH3:3][N:2]([CH2:4][CH:5]1[CH2:9][N:8]([C:10]2[C:14]([NH:15][C:16]([C:18]3[N:19]=[C:20]([C:23]4[CH:28]=[CH:27][N:26]=[C:25]([NH:29][CH2:37][C:38]([F:39])([F:41])[F:40])[CH:24]=4)[O:21][CH:22]=3)=[O:17])=[CH:13][N:12]([CH3:42])[N:11]=2)[C:7](=[O:43])[CH2:6]1)[CH3:1]. Given the reactants [CH3:1][N:2]([CH2:4][CH:5]1[CH2:9][N:8]([C:10]2[C:14]([NH:15][C:16]([C:18]3[N:19]=[C:20]([C:23]4[CH:28]=[CH:27][N:26]=[C:25]([N:29]([CH2:37][C:38]([F:41])([F:40])[F:39])C(=O)OC(C)(C)C)[CH:24]=4)[O:21][CH:22]=3)=[O:17])=[CH:13][N:12]([CH3:42])[N:11]=2)[C:7](=[O:43])[CH2:6]1)[CH3:3].C(OC(=O)C)C.Cl, predict the reaction product. (2) The product is: [CH3:23][C:6]1[CH:7]=[C:8]([O:12][Si:13]([CH:14]([CH3:15])[CH3:16])([CH:17]([CH3:19])[CH3:18])[CH:20]([CH3:22])[CH3:21])[C:9]([CH3:11])=[CH:10][C:5]=1[C:3](=[O:4])[CH2:2][N:37]1[CH2:38][CH2:39][C:34]([OH:40])([C:31]2[CH:32]=[N:33][C:28]([O:27][CH3:26])=[CH:29][CH:30]=2)[CH2:35][CH2:36]1. Given the reactants Cl[CH2:2][C:3]([C:5]1[CH:10]=[C:9]([CH3:11])[C:8]([O:12][Si:13]([CH:20]([CH3:22])[CH3:21])([CH:17]([CH3:19])[CH3:18])[CH:14]([CH3:16])[CH3:15])=[CH:7][C:6]=1[CH3:23])=[O:4].Cl.Cl.[CH3:26][O:27][C:28]1[N:33]=[CH:32][C:31]([C:34]2([OH:40])[CH2:39][CH2:38][NH:37][CH2:36][CH2:35]2)=[CH:30][CH:29]=1, predict the reaction product. (3) Given the reactants FC1C=CC=CC=1NC(=S)NC1C=CC(C2C=C3C(=CC=2)C(=O)N([C@@H](C(C)C)C(O)=O)C3)=CC=1.[CH3:35][CH:36]([CH3:72])[C@H:37]([N:42]1[CH2:50][C:49]2[C:44](=[CH:45][CH:46]=[C:47]([C:51]3[CH:56]=[CH:55][C:54]([NH:57][C:58]([NH:60][C:61]4[CH:66]=[CH:65][CH:64]=[CH:63][C:62]=4[C:67]([F:70])([F:69])[F:68])=[S:59])=[CH:53][CH:52]=3)[CH:48]=2)[C:43]1=[O:71])[C:38]([O:40]C)=[O:39], predict the reaction product. The product is: [CH3:35][CH:36]([CH3:72])[C@H:37]([N:42]1[CH2:50][C:49]2[C:44](=[CH:45][CH:46]=[C:47]([C:51]3[CH:52]=[CH:53][C:54]([NH:57][C:58]([NH:60][C:61]4[CH:66]=[CH:65][CH:64]=[CH:63][C:62]=4[C:67]([F:69])([F:70])[F:68])=[S:59])=[CH:55][CH:56]=3)[CH:48]=2)[C:43]1=[O:71])[C:38]([OH:40])=[O:39]. (4) Given the reactants [NH:1]1[C:10]2[C:5](=[CH:6][CH:7]=[CH:8][CH:9]=2)[CH:4]=[CH:3][CH:2]1[C:11]([NH2:13])=[O:12].C1C2C(=CC=CC=2)C=CN1, predict the reaction product. The product is: [CH:2]1([C:11]([NH2:13])=[O:12])[C:3]2[C:8](=[CH:7][CH:6]=[CH:5][CH:4]=2)[CH:9]=[CH:10][NH:1]1. (5) Given the reactants [CH2:1]([C:3]1[O:4][C:5]2[CH:29]=[CH:28][CH:27]=[CH:26][C:6]=2[C:7]=1[C:8]1[N:16]=[C:15]2[C:11]([N:12]=[C:13]([CH:18]=O)[N:14]2[CH3:17])=[C:10]([N:20]2[CH2:25][CH2:24][O:23][CH2:22][CH2:21]2)[N:9]=1)[CH3:2].[NH:30]1[CH2:35][CH2:34][CH:33]([C:36]([OH:39])([CH3:38])[CH3:37])[CH2:32][CH2:31]1, predict the reaction product. The product is: [CH2:1]([C:3]1[O:4][C:5]2[CH:29]=[CH:28][CH:27]=[CH:26][C:6]=2[C:7]=1[C:8]1[N:16]=[C:15]2[C:11]([N:12]=[C:13]([CH2:18][N:30]3[CH2:35][CH2:34][CH:33]([C:36]([OH:39])([CH3:38])[CH3:37])[CH2:32][CH2:31]3)[N:14]2[CH3:17])=[C:10]([N:20]2[CH2:25][CH2:24][O:23][CH2:22][CH2:21]2)[N:9]=1)[CH3:2].